Dataset: Peptide-MHC class I binding affinity with 185,985 pairs from IEDB/IMGT. Task: Regression. Given a peptide amino acid sequence and an MHC pseudo amino acid sequence, predict their binding affinity value. This is MHC class I binding data. The peptide sequence is KIDKLTFQIY. The MHC is HLA-A03:01 with pseudo-sequence HLA-A03:01. The binding affinity (normalized) is 0.340.